From a dataset of NCI-60 drug combinations with 297,098 pairs across 59 cell lines. Regression. Given two drug SMILES strings and cell line genomic features, predict the synergy score measuring deviation from expected non-interaction effect. (1) Drug 1: CN(C)C1=NC(=NC(=N1)N(C)C)N(C)C. Drug 2: CC1C(C(=O)NC(C(=O)N2CCCC2C(=O)N(CC(=O)N(C(C(=O)O1)C(C)C)C)C)C(C)C)NC(=O)C3=C4C(=C(C=C3)C)OC5=C(C(=O)C(=C(C5=N4)C(=O)NC6C(OC(=O)C(N(C(=O)CN(C(=O)C7CCCN7C(=O)C(NC6=O)C(C)C)C)C)C(C)C)C)N)C. Cell line: NCI-H460. Synergy scores: CSS=0.753, Synergy_ZIP=13.2, Synergy_Bliss=16.5, Synergy_Loewe=13.4, Synergy_HSA=13.4. (2) Drug 1: CS(=O)(=O)C1=CC(=C(C=C1)C(=O)NC2=CC(=C(C=C2)Cl)C3=CC=CC=N3)Cl. Drug 2: CC1=C(C(CCC1)(C)C)C=CC(=CC=CC(=CC(=O)O)C)C. Cell line: SF-539. Synergy scores: CSS=9.77, Synergy_ZIP=-6.32, Synergy_Bliss=-6.04, Synergy_Loewe=-9.07, Synergy_HSA=-3.70. (3) Drug 1: CCC1=C2CN3C(=CC4=C(C3=O)COC(=O)C4(CC)O)C2=NC5=C1C=C(C=C5)O. Drug 2: C1=CC=C(C(=C1)C(C2=CC=C(C=C2)Cl)C(Cl)Cl)Cl. Cell line: HL-60(TB). Synergy scores: CSS=58.7, Synergy_ZIP=4.93, Synergy_Bliss=7.11, Synergy_Loewe=-62.2, Synergy_HSA=0.511. (4) Drug 1: CC1C(C(CC(O1)OC2CC(CC3=C2C(=C4C(=C3O)C(=O)C5=C(C4=O)C(=CC=C5)OC)O)(C(=O)CO)O)N)O.Cl. Drug 2: C1CN(P(=O)(OC1)NCCCl)CCCl. Cell line: HCC-2998. Synergy scores: CSS=1.64, Synergy_ZIP=2.02, Synergy_Bliss=6.78, Synergy_Loewe=5.09, Synergy_HSA=1.97.